From a dataset of Reaction yield outcomes from USPTO patents with 853,638 reactions. Predict the reaction yield, written as a fraction of the theoretical maximum amount of product (1.0 means a 100% yield; for example, 0.34 means a 34% yield). (1) The reactants are Br[CH2:2][CH2:3][CH:4]([C:11]1[CH:16]=[CH:15][CH:14]=[CH:13][CH:12]=1)[C:5]1[CH:10]=[CH:9][CH:8]=[CH:7][CH:6]=1.[NH2:17][CH2:18][CH2:19][OH:20].C(=O)([O-])[O-].[K+].[K+].C(C#N)(C)=O. No catalyst specified. The product is [C:5]1([CH:4]([C:11]2[CH:16]=[CH:15][CH:14]=[CH:13][CH:12]=2)[CH2:3][CH2:2][NH:17][CH2:18][CH2:19][OH:20])[CH:10]=[CH:9][CH:8]=[CH:7][CH:6]=1. The yield is 0.687. (2) The product is [Cl:1][C:2]1[N:7]=[CH:6][N+:5]([O-:19])=[C:4]2[CH2:8][CH2:9][CH2:10][C:3]=12. The reactants are [Cl:1][C:2]1[C:3]2[CH2:10][CH2:9][CH2:8][C:4]=2[N:5]=[CH:6][N:7]=1.C1C=C(Cl)C=C(C(OO)=[O:19])C=1. The yield is 0.470. The catalyst is C(Cl)(Cl)Cl. (3) The reactants are C(O)(=O)CCC(O)=O.C([O:11][C:12](=[O:34])[CH2:13][O:14][C:15]1[CH:20]=[CH:19][CH:18]=[C:17]([CH2:21][NH:22][CH2:23][C:24]2[CH:29]=[CH:28][C:27]([C:30]([CH3:33])([CH3:32])[CH3:31])=[CH:26][CH:25]=2)[CH:16]=1)C.C(N(CC)C(C)C)(C)C.Cl.[N:45]1[CH:50]=[CH:49][CH:48]=[C:47]([S:51](Cl)(=[O:53])=[O:52])[CH:46]=1.[OH-].[Na+].Cl. The catalyst is O.ClCCl. The product is [C:30]([C:27]1[CH:28]=[CH:29][C:24]([CH2:23][N:22]([CH2:21][C:17]2[CH:16]=[C:15]([CH:20]=[CH:19][CH:18]=2)[O:14][CH2:13][C:12]([OH:11])=[O:34])[S:51]([C:47]2[CH:46]=[N:45][CH:50]=[CH:49][CH:48]=2)(=[O:53])=[O:52])=[CH:25][CH:26]=1)([CH3:33])([CH3:31])[CH3:32]. The yield is 0.730. (4) The reactants are [CH:1]1([C:7]#[N:8])[CH2:6][CH2:5][CH2:4][CH2:3][CH2:2]1.C[Si]([N-][Si](C)(C)C)(C)C.[Na+].Cl[C:20]1[S:21][CH:22]=[CH:23][N:24]=1. The catalyst is C1(C)C=CC=CC=1. The product is [S:21]1[CH:22]=[CH:23][N:24]=[C:20]1[C:1]1([C:7]#[N:8])[CH2:6][CH2:5][CH2:4][CH2:3][CH2:2]1. The yield is 0.427. (5) The reactants are [NH2:1][C:2]1[CH:20]=[CH:19][CH:18]=[CH:17][C:3]=1[C:4]([NH:6][C:7]1[CH:12]=[CH:11][C:10]([CH:13]([CH2:15][CH3:16])[CH3:14])=[CH:9][CH:8]=1)=[O:5].[F:21][C:22]([F:36])([F:35])[C:23]([NH:25][C:26]1[CH:31]=[CH:30][C:29]([CH:32]=O)=[CH:28][C:27]=1[I:34])=[O:24]. The catalyst is CCO. The product is [CH:13]([C:10]1[CH:11]=[CH:12][C:7]([N:6]2[C:4](=[O:5])[C:3]3[C:2](=[CH:20][CH:19]=[CH:18][CH:17]=3)[N:1]=[C:32]2[C:29]2[CH:30]=[CH:31][C:26]([NH:25][C:23](=[O:24])[C:22]([F:35])([F:21])[F:36])=[C:27]([I:34])[CH:28]=2)=[CH:8][CH:9]=1)([CH2:15][CH3:16])[CH3:14]. The yield is 0.660. (6) The reactants are [F:1][C:2]([F:18])([F:17])[CH2:3][NH:4][C:5]1[CH:12]=[CH:11][C:8]([C:9]#[N:10])=[C:7]([C:13]([F:16])([F:15])[F:14])[CH:6]=1.Br[CH2:20][C:21]1[O:25][N:24]=[CH:23][CH:22]=1.[H-].[Na+].O. The catalyst is CN(C=O)C. The product is [O:25]1[C:21]([CH2:20][N:4]([CH2:3][C:2]([F:17])([F:18])[F:1])[C:5]2[CH:12]=[CH:11][C:8]([C:9]#[N:10])=[C:7]([C:13]([F:16])([F:14])[F:15])[CH:6]=2)=[CH:22][CH:23]=[N:24]1. The yield is 0.340. (7) The reactants are [NH2:1][C:2]1[N:6]([CH3:7])[C:5](=[O:8])[C:4]([C:19]2[CH:24]=[CH:23][C:22]([F:25])=[C:21](Br)[CH:20]=2)([C:9]2[CH:14]=[C:13]([CH2:15][CH3:16])[N:12]=[C:11]([CH2:17][CH3:18])[CH:10]=2)[N:3]=1.[F:27][C:28]1[CH:29]=[C:30]([Sn](CCCC)(CCCC)CCCC)[CH:31]=[N:32][CH:33]=1. The catalyst is CN(C=O)C.C1(P([Pd-](Cl)P(C2C=CC=CC=2)(C2C=CC=CC=2)C2C=CC=CC=2)(C2C=CC=CC=2)C2C=CC=CC=2)C=CC=CC=1. The product is [NH2:1][C:2]1[N:6]([CH3:7])[C:5](=[O:8])[C:4]([C:9]2[CH:14]=[C:13]([CH2:15][CH3:16])[N:12]=[C:11]([CH2:17][CH3:18])[CH:10]=2)([C:19]2[CH:24]=[CH:23][C:22]([F:25])=[C:21]([C:30]3[CH:31]=[N:32][CH:33]=[C:28]([F:27])[CH:29]=3)[CH:20]=2)[N:3]=1. The yield is 0.680.